This data is from Forward reaction prediction with 1.9M reactions from USPTO patents (1976-2016). The task is: Predict the product of the given reaction. (1) Given the reactants C([O:4][CH2:5][C:6]1[C:11]([C:12]2[CH:13]=[C:14]([NH:21][C:22]3[CH:27]=[CH:26][C:25]([C:28]([N:30]4[CH2:35][CH2:34][O:33][CH2:32][CH2:31]4)=[O:29])=[CH:24][N:23]=3)[C:15]3[N:16]([N:18]=[CH:19][N:20]=3)[CH:17]=2)=[CH:10][CH:9]=[CH:8][C:7]=1[N:36]1[N:45]=[CH:44][C:43]2[C:38](=[C:39]([F:50])[CH:40]=[C:41]([C:46]([CH3:49])([CH3:48])[CH3:47])[CH:42]=2)[C:37]1=[O:51])(=O)C.[OH-].[Na+], predict the reaction product. The product is: [C:46]([C:41]1[CH:42]=[C:43]2[C:38](=[C:39]([F:50])[CH:40]=1)[C:37](=[O:51])[N:36]([C:7]1[CH:8]=[CH:9][CH:10]=[C:11]([C:12]3[CH:13]=[C:14]([NH:21][C:22]4[CH:27]=[CH:26][C:25]([C:28]([N:30]5[CH2:31][CH2:32][O:33][CH2:34][CH2:35]5)=[O:29])=[CH:24][N:23]=4)[C:15]4[N:16]([N:18]=[CH:19][N:20]=4)[CH:17]=3)[C:6]=1[CH2:5][OH:4])[N:45]=[CH:44]2)([CH3:49])([CH3:47])[CH3:48]. (2) Given the reactants C(OC(=O)[NH:7][C:8]1[CH:13]=[C:12]([O:14][CH2:15][C:16]([F:19])([F:18])[F:17])[C:11]([C:20]([F:23])([F:22])[F:21])=[CH:10][C:9]=1[NH:24][C:25](=[O:41])[CH2:26][C:27](=O)[C:28]1[CH:33]=[CH:32][CH:31]=[C:30]([C:34]2[CH:39]=[CH:38][CH:37]=[CH:36][N:35]=2)[CH:29]=1)(C)(C)C.C(O)(C(F)(F)F)=O, predict the reaction product. The product is: [N:35]1[CH:36]=[CH:37][CH:38]=[CH:39][C:34]=1[C:30]1[CH:29]=[C:28]([C:27]2[CH2:26][C:25](=[O:41])[NH:24][C:9]3[CH:10]=[C:11]([C:20]([F:23])([F:21])[F:22])[C:12]([O:14][CH2:15][C:16]([F:19])([F:17])[F:18])=[CH:13][C:8]=3[N:7]=2)[CH:33]=[CH:32][CH:31]=1. (3) Given the reactants CO.C[O:4][C:5]([C:7]1[C:12]([NH2:13])=[N:11][CH:10]=[C:9]([I:14])[N:8]=1)=[O:6].[OH-].[Na+].Cl, predict the reaction product. The product is: [NH2:13][C:12]1[C:7]([C:5]([OH:6])=[O:4])=[N:8][C:9]([I:14])=[CH:10][N:11]=1.